Predict the product of the given reaction. From a dataset of Forward reaction prediction with 1.9M reactions from USPTO patents (1976-2016). (1) Given the reactants [CH3:1][CH2:2][O:3][C:4]([CH3:6])=[O:5].C[Si]([N-][Si](C)(C)C)(C)C.[Li+].[CH3:17][O:18][C:19]1[CH:24]=[CH:23][C:22]([CH2:25][C:26]([C:28]2[CH:33]=[CH:32][CH:31]=[CH:30][CH:29]=2)=[O:27])=[CH:21][CH:20]=1, predict the reaction product. The product is: [OH:27][C:26]([C:28]1[CH:33]=[CH:32][CH:31]=[CH:30][CH:29]=1)([CH2:25][C:22]1[CH:23]=[CH:24][C:19]([O:18][CH3:17])=[CH:20][CH:21]=1)[CH2:6][C:4]([O:3][CH2:2][CH3:1])=[O:5]. (2) Given the reactants [H-].[Na+].[NH:3]1[CH:7]=[C:6]([C:8]2[CH:9]=[N:10][CH:11]=[CH:12][CH:13]=2)[N:5]=[CH:4]1.Cl[CH2:15][CH2:16][CH2:17][C:18]([O:20][CH3:21])=[O:19], predict the reaction product. The product is: [N:10]1[CH:11]=[CH:12][CH:13]=[C:8]([C:6]2[N:5]=[CH:4][N:3]([CH2:15][CH2:16][CH2:17][C:18]([O:20][CH3:21])=[O:19])[CH:7]=2)[CH:9]=1. (3) Given the reactants Br[C:2]1[CH:3]=[C:4]([CH:8]=[CH:9][CH:10]=1)[C:5]([NH2:7])=[O:6].[OH:11][CH2:12][C:13]1[CH:14]=[C:15](B(O)O)[CH:16]=[CH:17][CH:18]=1.C(=O)([O-])[O-].[K+].[K+], predict the reaction product. The product is: [OH:11][CH2:12][C:13]1[CH:18]=[C:17]([C:2]2[CH:10]=[CH:9][CH:8]=[C:4]([C:5]([NH2:7])=[O:6])[CH:3]=2)[CH:16]=[CH:15][CH:14]=1. (4) Given the reactants [CH3:1][C:2]1([CH3:14])[C:6]([CH3:8])([CH3:7])[O:5][B:4]([C:9]2[CH:10]=[N:11][NH:12][CH:13]=2)[O:3]1.[CH:15]1([CH2:18]Br)[CH2:17][CH2:16]1.C(=O)([O-])[O-].[Cs+].[Cs+], predict the reaction product. The product is: [CH:15]1([CH2:18][N:12]2[CH:13]=[C:9]([B:4]3[O:5][C:6]([CH3:7])([CH3:8])[C:2]([CH3:14])([CH3:1])[O:3]3)[CH:10]=[N:11]2)[CH2:17][CH2:16]1. (5) Given the reactants [CH:1]1([N:6]2[C:11]3[N:12]=[C:13]([S:17][CH3:18])[N:14]=[C:15]([CH3:16])[C:10]=3[CH:9]=[C:8]([C:19]3[CH:20]=[N:21][NH:22][CH:23]=3)[C:7]2=[O:24])[CH2:5][CH2:4][CH2:3][CH2:2]1.[CH3:25][C:26]1([CH3:29])[CH2:28][O:27]1.C(=O)([O-])[O-].[K+].[K+], predict the reaction product. The product is: [CH:1]1([N:6]2[C:11]3[N:12]=[C:13]([S:17][CH3:18])[N:14]=[C:15]([CH3:16])[C:10]=3[CH:9]=[C:8]([C:19]3[CH:20]=[N:21][N:22]([CH2:25][C:26]([OH:27])([CH3:29])[CH3:28])[CH:23]=3)[C:7]2=[O:24])[CH2:5][CH2:4][CH2:3][CH2:2]1.